Dataset: Full USPTO retrosynthesis dataset with 1.9M reactions from patents (1976-2016). Task: Predict the reactants needed to synthesize the given product. (1) Given the product [F:10][C:9]([F:12])([F:11])[C:8]([C:5]1[CH:6]=[CH:7][C:2]([B:14]2[O:18][C:17]([CH3:20])([CH3:19])[C:16]([CH3:22])([CH3:21])[O:15]2)=[CH:3][CH:4]=1)=[O:13], predict the reactants needed to synthesize it. The reactants are: Br[C:2]1[CH:7]=[CH:6][C:5]([C:8](=[O:13])[C:9]([F:12])([F:11])[F:10])=[CH:4][CH:3]=1.[B:14]1([B:14]2[O:18][C:17]([CH3:20])([CH3:19])[C:16]([CH3:22])([CH3:21])[O:15]2)[O:18][C:17]([CH3:20])([CH3:19])[C:16]([CH3:22])([CH3:21])[O:15]1.C([O-])(=O)C.[K+]. (2) Given the product [Cl:1][C:2]1[CH:3]=[C:4]([C:10]2[O:14][N:13]=[C:12]([C:15]3[CH:23]=[CH:22][C:21]4[NH:20][C:19]5[CH:24]([CH2:27][C:28]([OH:30])=[O:29])[CH2:25][CH2:26][C:18]=5[C:17]=4[CH:16]=3)[N:11]=2)[CH:5]=[N:6][C:7]=1[O:8][CH3:9], predict the reactants needed to synthesize it. The reactants are: [Cl:1][C:2]1[CH:3]=[C:4]([C:10]2[O:14][N:13]=[C:12]([C:15]3[CH:23]=[CH:22][C:21]4[NH:20][C:19]5[CH:24]([CH2:27][C:28]([O:30]C)=[O:29])[CH2:25][CH2:26][C:18]=5[C:17]=4[CH:16]=3)[N:11]=2)[CH:5]=[N:6][C:7]=1[O:8][CH3:9].[Br-].[Li+].C(N(CC)CC)C.Cl. (3) The reactants are: [Cl:1][C:2]1[CH:7]=[C:6]([O:8][C:9]2[C:18]3[C:13](=[CH:14][C:15]([O:21][CH2:22][CH:23]4[CH2:28][CH2:27][NH:26][CH2:25][CH2:24]4)=[C:16]([C:19]#[N:20])[CH:17]=3)[N:12]=[CH:11][CH:10]=2)[CH:5]=[CH:4][C:3]=1[NH:29][C:30]([NH:32][CH3:33])=[O:31].C=O.[C:36]([BH3-])#N.[Na+].C(=O)(O)[O-].[Na+]. Given the product [Cl:1][C:2]1[CH:7]=[C:6]([O:8][C:9]2[C:18]3[C:13](=[CH:14][C:15]([O:21][CH2:22][CH:23]4[CH2:24][CH2:25][N:26]([CH3:36])[CH2:27][CH2:28]4)=[C:16]([C:19]#[N:20])[CH:17]=3)[N:12]=[CH:11][CH:10]=2)[CH:5]=[CH:4][C:3]=1[NH:29][C:30]([NH:32][CH3:33])=[O:31], predict the reactants needed to synthesize it. (4) Given the product [Cl:1][C:2]1[C:11]([CH2:12][C:13]2[CH:14]=[CH:15][C:16]([S:50]([CH3:49])(=[O:53])=[O:51])=[CH:17][CH:18]=2)=[C:10]([Cl:21])[C:9]2[C:4](=[CH:5][CH:6]=[C:7]([C:22]([C:30]3[C:31]([CH3:37])=[N:32][C:33]([CH3:36])=[CH:34][CH:35]=3)([C:24]3[N:28]([CH3:29])[N:27]=[N:26][CH:25]=3)[OH:23])[CH:8]=2)[N:3]=1, predict the reactants needed to synthesize it. The reactants are: [Cl:1][C:2]1[C:11]([CH2:12][C:13]2[CH:18]=[CH:17][C:16](SC)=[CH:15][CH:14]=2)=[C:10]([Cl:21])[C:9]2[C:4](=[CH:5][CH:6]=[C:7]([C:22]([C:30]3[C:31]([CH3:37])=[N:32][C:33]([CH3:36])=[CH:34][CH:35]=3)([C:24]3[N:28]([CH3:29])[N:27]=[N:26][CH:25]=3)[OH:23])[CH:8]=2)[N:3]=1.ClC1C=CC=C(C(OO)=O)C=1.[CH3:49][S:50]([O-:53])(=O)=[O:51].CS(C1C=CC=C[N+]=1[O-])(=O)=O.BrP(Br)Br.C([O-])([O-])=O.[K+].[K+]. (5) Given the product [CH3:20][C:19]1[CH:18]=[CH:17][CH:16]=[C:14]([S:22][CH3:21])[C:13]=1[C:10]1[CH2:11][CH2:12][O:8][N:9]=1, predict the reactants needed to synthesize it. The reactants are: N(OC(C)(C)C)=O.[O:8]1[CH2:12][CH2:11][C:10]([C:13]2[C:19]([CH3:20])=[CH:18][CH:17]=[CH:16][C:14]=2N)=[N:9]1.[CH3:21][S:22]SC. (6) Given the product [Cl:29][C:21]1[CH:22]=[CH:23][C:24]2[C:25](=[O:26])[N:1]([C:4]3[CH:5]=[CH:6][C:7]([O:10][CH2:11][C:12]([F:13])([F:15])[F:14])=[CH:8][CH:9]=3)[C:2](=[S:3])[NH:18][C:19]=2[N:20]=1, predict the reactants needed to synthesize it. The reactants are: [N:1]([C:4]1[CH:9]=[CH:8][C:7]([O:10][CH2:11][C:12]([F:15])([F:14])[F:13])=[CH:6][CH:5]=1)=[C:2]=[S:3].[H-].[Na+].[NH2:18][C:19]1[C:24]([C:25](OC)=[O:26])=[CH:23][CH:22]=[C:21]([Cl:29])[N:20]=1.Cl. (7) Given the product [ClH:1].[N:2]12[CH2:11][CH:6]3[CH2:7][CH:8]([CH2:10][CH:4]([C@H:5]3[NH:12][C:22]([C:15]3[C:16]4[CH:21]=[CH:20][CH:19]=[CH:18][C:17]=4[S:13][CH:14]=3)=[O:23])[CH2:3]1)[CH2:9]2, predict the reactants needed to synthesize it. The reactants are: [ClH:1].[N:2]12[CH2:11][CH:6]3[CH2:7][CH:8]([CH2:10][CH:4]([C@H:5]3[NH2:12])[CH2:3]1)[CH2:9]2.[S:13]1[C:17]2[CH:18]=[CH:19][CH:20]=[CH:21][C:16]=2[C:15]([C:22](O)=[O:23])=[CH:14]1.N.